From a dataset of Full USPTO retrosynthesis dataset with 1.9M reactions from patents (1976-2016). Predict the reactants needed to synthesize the given product. (1) Given the product [F:14][C:11]1[CH:12]=[CH:13][C:8]2[N:9]([CH:15]=[C:6]([C:4]([OH:5])=[O:3])[N:7]=2)[CH:10]=1, predict the reactants needed to synthesize it. The reactants are: C([O:3][C:4]([C:6]1[N:7]=[C:8]2[CH:13]=[CH:12][C:11]([F:14])=[CH:10][N:9]2[CH:15]=1)=[O:5])C. (2) Given the product [CH2:16]([C:2]1[C:11]([O:12][CH3:13])=[CH:10][C:5]2[N:6]=[C:7]([CH3:9])[O:8][C:4]=2[CH:3]=1)[CH:15]=[CH2:14], predict the reactants needed to synthesize it. The reactants are: Br[C:2]1[C:11]([O:12][CH3:13])=[CH:10][C:5]2[N:6]=[C:7]([CH3:9])[O:8][C:4]=2[CH:3]=1.[CH2:14]([Sn](CCCC)(CCCC)CCCC)[CH:15]=[CH2:16]. (3) The reactants are: [CH:1]1([NH:4][C:5](=[O:28])[NH:6][C:7]2[CH:12]=[CH:11][C:10]([C:13]3[N:18]=[C:17]([CH2:19][OH:20])[CH:16]=[C:15]([N:21]4[CH2:26][CH2:25][O:24][CH2:23][C@@H:22]4[CH3:27])[N:14]=3)=[CH:9][CH:8]=2)[CH2:3][CH2:2]1.C(N(CC)CC)C.[CH3:36][S:37](Cl)(=[O:39])=[O:38]. Given the product [CH:1]1([NH:4][C:5](=[O:28])[NH:6][C:7]2[CH:12]=[CH:11][C:10]([C:13]3[N:14]=[C:15]([N:21]4[CH2:26][CH2:25][O:24][CH2:23][C@@H:22]4[CH3:27])[CH:16]=[C:17]([CH2:19][O:20][S:37]([CH3:36])(=[O:39])=[O:38])[N:18]=3)=[CH:9][CH:8]=2)[CH2:3][CH2:2]1, predict the reactants needed to synthesize it.